The task is: Predict the reactants needed to synthesize the given product.. This data is from Full USPTO retrosynthesis dataset with 1.9M reactions from patents (1976-2016). (1) Given the product [C:1]([O:4][C@@H:5]1[C@H:9]([O:10][C:11](=[O:13])[CH3:12])[C@@H:8]([C:14]#[CH:15])[O:7][C@H:6]1[N:16]1[CH:24]=[N:23][C:22]2[C:17]1=[N:18][CH:19]=[N:20][C:21]=2[NH:32][CH:26]1[CH2:31][CH2:30][CH2:29][CH2:28][CH2:27]1)(=[O:3])[CH3:2], predict the reactants needed to synthesize it. The reactants are: [C:1]([O:4][C@@H:5]1[C@H:9]([O:10][C:11](=[O:13])[CH3:12])[C@@H:8]([C:14]#[CH:15])[O:7][C@H:6]1[N:16]1[CH:24]=[N:23][C:22]2[C:17]1=[N:18][CH:19]=[N:20][C:21]=2Cl)(=[O:3])[CH3:2].[CH:26]1([NH2:32])[CH2:31][CH2:30][CH2:29][CH2:28][CH2:27]1. (2) Given the product [C:14]([CH2:13][CH2:12][C:9]1[C:10]([CH3:11])=[C:6]([C:4]([OH:3])=[O:5])[NH:7][C:8]=1[CH:19]=[C:26]1[C:25]2[C:29](=[CH:30][C:22]([Cl:21])=[CH:23][CH:24]=2)[NH:28][C:27]1=[O:31])([OH:16])=[O:15], predict the reactants needed to synthesize it. The reactants are: C([O:3][C:4]([C:6]1[NH:7][C:8]([CH:19]=O)=[C:9]([CH2:12][CH2:13][C:14]([O:16]CC)=[O:15])[C:10]=1[CH3:11])=[O:5])C.[Cl:21][C:22]1[CH:30]=[C:29]2[C:25]([CH2:26][C:27](=[O:31])[NH:28]2)=[CH:24][CH:23]=1.[OH-].[K+]. (3) Given the product [CH:23]1([NH:22][C:20]2[N:19]=[C:18]([N:30]([CH3:37])[CH:31]3[CH2:36][CH2:35][NH:34][CH2:33][CH2:32]3)[N:17]=[C:16]([NH:15][C:12]3[CH:11]=[CH:10][C:9]([OH:8])=[CH:14][CH:13]=3)[N:21]=2)[CH2:24][CH2:25][CH2:26][CH2:27][CH2:28][CH2:29]1, predict the reactants needed to synthesize it. The reactants are: C([O:8][C:9]1[CH:14]=[CH:13][C:12]([NH:15][C:16]2[N:21]=[C:20]([NH:22][CH:23]3[CH2:29][CH2:28][CH2:27][CH2:26][CH2:25][CH2:24]3)[N:19]=[C:18]([N:30]([CH3:37])[CH:31]3[CH2:36][CH2:35][NH:34][CH2:33][CH2:32]3)[N:17]=2)=[CH:11][C:10]=1Cl)C1C=CC=CC=1.C([O-])=O.[NH4+].C(Cl)Cl. (4) The reactants are: [Br:1][C:2]1[CH:3]=[CH:4][C:5](I)=[C:6]2[C:10]=1[N:9]([CH3:11])[N:8]=[C:7]2[NH2:12].[CH3:14]B1OB(C)OB(C)O1.C([O-])([O-])=O.[K+].[K+]. Given the product [Br:1][C:2]1[CH:3]=[CH:4][C:5]([CH3:14])=[C:6]2[C:10]=1[N:9]([CH3:11])[N:8]=[C:7]2[NH2:12], predict the reactants needed to synthesize it. (5) Given the product [CH2:5]([OH:13])[CH2:4][O:18][C:17]([CH2:16][CH:15]([OH:24])[C:14]([OH:21])=[O:20])=[O:19], predict the reactants needed to synthesize it. The reactants are: CN([C@@H:4]1CC2C(=CC=CC=2)[C@H:5]1[OH:13])N.[C:14]([OH:21])(=[O:20])/[CH:15]=[CH:16]\[C:17]([OH:19])=[O:18].CC[OH:24].